This data is from Full USPTO retrosynthesis dataset with 1.9M reactions from patents (1976-2016). The task is: Predict the reactants needed to synthesize the given product. (1) Given the product [CH2:22]([NH:21][CH:9]1[CH2:10][C:11]2=[CH:20][C:19]3[CH2:18][CH2:17][CH2:16][CH2:15][C:14]=3[CH:13]=[C:12]2[CH2:8]1)[C:23]1[CH:28]=[CH:27][CH:26]=[CH:25][CH:24]=1, predict the reactants needed to synthesize it. The reactants are: C(N(CC)CC)C.[CH2:8]1[C:12]2=[CH:13][C:14]3[CH2:15][CH2:16][CH2:17][CH2:18][C:19]=3[CH:20]=[C:11]2[CH2:10][CH:9]1[NH2:21].[CH:22](=O)[C:23]1[CH:28]=[CH:27][CH:26]=[CH:25][CH:24]=1.C(O[BH-](OC(=O)C)OC(=O)C)(=O)C.[Na+].C(O)(=O)C. (2) Given the product [CH3:1][O:2][CH2:3][C:4]([O:10][Si:19]([CH3:21])([CH3:20])[CH3:18])=[CH:5][C:6]([O:8][CH3:9])=[O:7], predict the reactants needed to synthesize it. The reactants are: [CH3:1][O:2][CH2:3][C:4](=[O:10])[CH2:5][C:6]([O:8][CH3:9])=[O:7].C(N(CC)CC)C.[CH3:18][Si:19](Cl)([CH3:21])[CH3:20]. (3) Given the product [Br:1][C:2]1[CH:3]=[C:4]([NH:8][S:9]([C:12]2[CH:17]=[CH:16][C:15]([OH:18])=[CH:14][C:13]=2[F:20])(=[O:10])=[O:11])[CH:5]=[N:6][CH:7]=1, predict the reactants needed to synthesize it. The reactants are: [Br:1][C:2]1[CH:3]=[C:4]([NH:8][S:9]([C:12]2[CH:17]=[CH:16][C:15]([O:18]C)=[CH:14][C:13]=2[F:20])(=[O:11])=[O:10])[CH:5]=[N:6][CH:7]=1.B(Br)(Br)Br.CO. (4) The reactants are: C(N(CC)CC)C.CC1C=CC(S(O)(=O)=O)=CC=1.[Cl:19][C:20]1[CH:25]=[CH:24][C:23]([C:26](=[C:28]2[CH2:33][CH2:32][NH:31][CH2:30][CH2:29]2)[CH3:27])=[CH:22][CH:21]=1.[CH3:34][C:35]1[C:39]([S:40](Cl)(=[O:42])=[O:41])=[C:38]([CH3:44])[NH:37][N:36]=1. Given the product [Cl:19][C:20]1[CH:25]=[CH:24][C:23]([C:26](=[C:28]2[CH2:29][CH2:30][N:31]([S:40]([C:39]3[C:35]([CH3:34])=[N:36][NH:37][C:38]=3[CH3:44])(=[O:42])=[O:41])[CH2:32][CH2:33]2)[CH3:27])=[CH:22][CH:21]=1, predict the reactants needed to synthesize it. (5) The reactants are: [Cl:1][C:2]1[CH:3]=[C:4]([CH:13]=[C:14]([Cl:16])[CH:15]=1)[C:5]([NH:7][NH:8][C:9](=[O:12])[CH2:10][Cl:11])=O.P(Cl)(Cl)(Cl)=O. Given the product [Cl:11][CH2:10][C:9]1[O:12][C:5]([C:4]2[CH:3]=[C:2]([Cl:1])[CH:15]=[C:14]([Cl:16])[CH:13]=2)=[N:7][N:8]=1, predict the reactants needed to synthesize it. (6) Given the product [Cl:27][C:13]1[C:12]([CH3:28])=[C:11]([C:10]2[C:3]3[C:2]([O:32][C@H:33]([CH2:39][C:40]4[CH:45]=[CH:44][CH:43]=[CH:42][C:41]=4[O:46][CH3:47])[C:34]([O:36][CH2:37][CH3:38])=[O:35])=[N:7][CH:6]=[N:5][C:4]=3[S:8][C:9]=2[C:29]([OH:31])=[O:30])[CH:16]=[CH:15][C:14]=1[O:17][CH2:18][CH2:19][N:20]1[CH2:21][CH2:22][N:23]([CH3:26])[CH2:24][CH2:25]1, predict the reactants needed to synthesize it. The reactants are: Cl[C:2]1[C:3]2[C:10]([C:11]3[CH:16]=[CH:15][C:14]([O:17][CH2:18][CH2:19][N:20]4[CH2:25][CH2:24][N:23]([CH3:26])[CH2:22][CH2:21]4)=[C:13]([Cl:27])[C:12]=3[CH3:28])=[C:9]([C:29]([OH:31])=[O:30])[S:8][C:4]=2[N:5]=[CH:6][N:7]=1.[OH:32][C@H:33]([CH2:39][C:40]1[CH:45]=[CH:44][CH:43]=[CH:42][C:41]=1[O:46][CH3:47])[C:34]([O:36][CH2:37][CH3:38])=[O:35].C(=O)([O-])[O-].[Cs+].[Cs+].Cl. (7) Given the product [Si:1]([O:8][CH2:9][CH2:10][CH2:11][N:12]([CH2:47][CH2:48][CH3:49])[C:13]([C:15]1=[CH:16][C:17]2[CH:33]=[CH:32][C:31]([C:34]3[CH:35]=[CH:36][C:37]([C:40]([N:42]4[CH2:43][CH2:44][CH2:45][CH2:46]4)=[O:41])=[CH:38][CH:39]=3)=[CH:30][C:18]=2[N:19]=[C:20]([NH:22][CH2:23][CH2:50][N:51]([CH3:55])[CH3:52])[CH2:21]1)=[O:14])([C:4]([CH3:6])([CH3:5])[CH3:7])([CH3:2])[CH3:3], predict the reactants needed to synthesize it. The reactants are: [Si:1]([O:8][CH2:9][CH2:10][CH2:11][N:12]([CH2:47][CH2:48][CH3:49])[C:13]([C:15]1=[CH:16][C:17]2[CH:33]=[CH:32][C:31]([C:34]3[CH:39]=[CH:38][C:37]([C:40]([N:42]4[CH2:46][CH2:45][CH2:44][CH2:43]4)=[O:41])=[CH:36][CH:35]=3)=[CH:30][C:18]=2[N:19]=[C:20]([NH:22][C:23](=O)OC(C)(C)C)[CH2:21]1)=[O:14])([C:4]([CH3:7])([CH3:6])[CH3:5])([CH3:3])[CH3:2].[CH3:50][N:51]([CH3:55])[CH2:52]CN. (8) Given the product [N:1]1([CH2:13][C:14]([O:16][CH2:17][CH3:18])=[O:15])[CH2:5][CH2:4][CH2:3][CH2:2]1, predict the reactants needed to synthesize it. The reactants are: [NH:1]1[CH2:5][CH2:4][CH2:3][CH2:2]1.C([O-])([O-])=O.[K+].[K+].Br[CH2:13][C:14]([O:16][CH2:17][CH3:18])=[O:15].